Dataset: Full USPTO retrosynthesis dataset with 1.9M reactions from patents (1976-2016). Task: Predict the reactants needed to synthesize the given product. (1) Given the product [CH3:29][C:2]1[C:11]2[C:6](=[N:7][C:8]([C:12]3[CH:17]=[CH:16][CH:15]=[C:14]([C:18]([F:21])([F:19])[F:20])[CH:13]=3)=[CH:9][CH:10]=2)[NH:5][CH2:4][CH:3]=1, predict the reactants needed to synthesize it. The reactants are: O[C:2]1([CH3:29])[C:11]2[C:6](=[N:7][C:8]([C:12]3[CH:17]=[CH:16][CH:15]=[C:14]([C:18]([F:21])([F:20])[F:19])[CH:13]=3)=[CH:9][CH:10]=2)[N:5](C(OC(C)(C)C)=O)[CH2:4][CH2:3]1.FC(F)(F)C(O)=O. (2) Given the product [ClH:22].[CH:1]1([C@@H:5]([NH:7][CH2:14][C:15]2[CH:20]=[CH:19][C:18]([F:21])=[CH:17][CH:16]=2)[CH3:6])[CH2:4][CH2:3][CH2:2]1, predict the reactants needed to synthesize it. The reactants are: [CH:1]1([C@@H:5]([N:7]([CH2:14][C:15]2[CH:20]=[CH:19][C:18]([F:21])=[CH:17][CH:16]=2)S(C(C)(C)C)=O)[CH3:6])[CH2:4][CH2:3][CH2:2]1.[ClH:22]. (3) Given the product [Cl:21][C:22]1[CH:27]=[C:26]([C:28]2([C:30]([F:33])([F:31])[F:32])[O:9][N:8]=[C:7]([C:6]3[CH:10]=[CH:11][CH:12]=[C:4]([N+:1]([O-:3])=[O:2])[CH:5]=3)[CH2:29]2)[CH:25]=[C:24]([Cl:34])[CH:23]=1, predict the reactants needed to synthesize it. The reactants are: [N+:1]([C:4]1[CH:5]=[C:6]([CH:10]=[CH:11][CH:12]=1)[CH:7]=[N:8][OH:9])([O-:3])=[O:2].ClN1C(=O)CCC1=O.[Cl:21][C:22]1[CH:27]=[C:26]([C:28]([C:30]([F:33])([F:32])[F:31])=[CH2:29])[CH:25]=[C:24]([Cl:34])[CH:23]=1.C(N(CC)CC)C. (4) Given the product [CH3:4][C:5]1([C:7]2[CH:8]=[C:9]3[C:13](=[CH:14][CH:15]=2)[N:12]([CH:16]2[CH2:21][CH2:20][CH2:19][CH2:18][O:17]2)[N:11]=[C:10]3[C:22]2[N:27]=[C:26]([O:28][C@H:29]3[CH2:36][N:35]([C:37]([O:39][C:40]([CH3:43])([CH3:42])[CH3:41])=[O:38])[CH2:34][CH2:33][C:30]43[CH2:32][CH2:31]4)[CH:25]=[N:24][CH:23]=2)[CH2:3][CH2:6]1, predict the reactants needed to synthesize it. The reactants are: [N+](=[CH2:3])=[N-].[CH2:4]=[C:5]([C:7]1[CH:8]=[C:9]2[C:13](=[CH:14][CH:15]=1)[N:12]([CH:16]1[CH2:21][CH2:20][CH2:19][CH2:18][O:17]1)[N:11]=[C:10]2[C:22]1[N:27]=[C:26]([O:28][C@H:29]2[CH2:36][N:35]([C:37]([O:39][C:40]([CH3:43])([CH3:42])[CH3:41])=[O:38])[CH2:34][CH2:33][C:30]32[CH2:32][CH2:31]3)[CH:25]=[N:24][CH:23]=1)[CH3:6].CC(O)=O. (5) Given the product [C:1]([C:3]1[CH:4]=[C:5]([CH:9]([CH3:13])[C:10]([NH:56][CH2:55][C:54]2[C:49]([N:46]3[CH2:47][CH2:48][CH:43]([CH3:42])[CH2:44][CH2:45]3)=[N:50][C:51]([C:57]([F:60])([F:58])[F:59])=[CH:52][CH:53]=2)=[O:12])[CH:6]=[CH:7][CH:8]=1)#[N:2], predict the reactants needed to synthesize it. The reactants are: [C:1]([C:3]1[CH:4]=[C:5]([CH:9]([CH3:13])[C:10]([OH:12])=O)[CH:6]=[CH:7][CH:8]=1)#[N:2].CN(C)CCCN=C=NCC.ON1C2C=CC=CC=2N=N1.C(N(CC)CC)C.[CH3:42][CH:43]1[CH2:48][CH2:47][N:46]([C:49]2[C:54]([CH2:55][NH2:56])=[CH:53][CH:52]=[C:51]([C:57]([F:60])([F:59])[F:58])[N:50]=2)[CH2:45][CH2:44]1. (6) Given the product [C:20]([NH:23][C:24]1[CH:34]=[CH:33][CH:32]=[C:26]2[C:25]=1[C:30](=[O:29])[N:1]([CH:2]([C:7]1[CH:12]=[CH:11][C:10]([O:13][CH:14]([F:16])[F:15])=[C:9]([O:17][CH2:18][CH3:19])[CH:8]=1)[CH2:3][C:4]([OH:6])=[O:5])[C:27]2=[O:28])(=[O:22])[CH3:21], predict the reactants needed to synthesize it. The reactants are: [NH2:1][CH:2]([C:7]1[CH:12]=[CH:11][C:10]([O:13][CH:14]([F:16])[F:15])=[C:9]([O:17][CH2:18][CH3:19])[CH:8]=1)[CH2:3][C:4]([OH:6])=[O:5].[C:20]([NH:23][C:24]1[CH:34]=[CH:33][CH:32]=[C:26]2[C:27]([O:29][C:30](=O)[C:25]=12)=[O:28])(=[O:22])[CH3:21].C([O-])(=O)C.[Na+]. (7) Given the product [Cl:1][C:2]1[CH:3]=[CH:4][C:5]([C:8]2[N:9]=[CH:10][C:11]([C:14]([OH:16])=[O:15])=[CH:12][N:13]=2)=[CH:6][CH:7]=1, predict the reactants needed to synthesize it. The reactants are: [Cl:1][C:2]1[CH:7]=[CH:6][C:5]([C:8]2[N:13]=[CH:12][C:11]([C:14]([O:16]C)=[O:15])=[CH:10][N:9]=2)=[CH:4][CH:3]=1.[Li+].[OH-].